From a dataset of Catalyst prediction with 721,799 reactions and 888 catalyst types from USPTO. Predict which catalyst facilitates the given reaction. Reactant: [CH2:1]([N:8]1[CH2:12][CH2:11][CH2:10][C:9]1=[O:13])[C:2]1[CH:7]=[CH:6][CH:5]=[CH:4][CH:3]=1.C([N-]C(C)C)(C)C.[Li+].[C:22]1(=[O:26])[CH2:25][CH2:24][CH2:23]1.B(F)(F)F.CCOCC. Product: [CH2:1]([N:8]1[CH2:12][CH2:11][CH:10]([C:22]2([OH:26])[CH2:25][CH2:24][CH2:23]2)[C:9]1=[O:13])[C:2]1[CH:7]=[CH:6][CH:5]=[CH:4][CH:3]=1. The catalyst class is: 7.